From a dataset of Catalyst prediction with 721,799 reactions and 888 catalyst types from USPTO. Predict which catalyst facilitates the given reaction. (1) Reactant: [NH2:1][C:2]1[CH:7]=[CH:6][C:5]([I:8])=[CH:4][N:3]=1.[C:9]([O:13][C:14]([NH:16][CH2:17][CH2:18][C:19](O)=[O:20])=[O:15])([CH3:12])([CH3:11])[CH3:10].CC1C=CC(S([O-])(=O)=O)=CC=1.C[N+]1(CCN=C=NC2CCCCC2)CCOCC1. Product: [I:8][C:5]1[CH:6]=[CH:7][C:2]([NH:1][C:19](=[O:20])[CH2:18][CH2:17][NH:16][C:14](=[O:15])[O:13][C:9]([CH3:10])([CH3:11])[CH3:12])=[N:3][CH:4]=1. The catalyst class is: 2. (2) Reactant: [NH:1]1[C:9]2[C:4](=[CH:5][C:6]([NH:10][C:11]3[C:20]4[C:15](=[CH:16][CH:17]=[CH:18][CH:19]=4)[N:14]=[C:13]([C:21]4[CH:22]=[C:23]([CH:29]=[CH:30][CH:31]=4)[O:24][CH2:25][C:26](O)=[O:27])[N:12]=3)=[CH:7][CH:8]=2)[CH:3]=[N:2]1.C1CN([P+](ON2N=NC3C=CC=CC2=3)(N2CCCC2)N2CCCC2)CC1.F[P-](F)(F)(F)(F)F.CCN(C(C)C)C(C)C.[NH:74]1[CH2:79][CH2:78][O:77][CH2:76][CH2:75]1. Product: [NH:1]1[C:9]2[C:4](=[CH:5][C:6]([NH:10][C:11]3[C:20]4[C:15](=[CH:16][CH:17]=[CH:18][CH:19]=4)[N:14]=[C:13]([C:21]4[CH:22]=[C:23]([CH:29]=[CH:30][CH:31]=4)[O:24][CH2:25][C:26]([N:74]4[CH2:79][CH2:78][O:77][CH2:76][CH2:75]4)=[O:27])[N:12]=3)=[CH:7][CH:8]=2)[CH:3]=[N:2]1. The catalyst class is: 59.